This data is from Forward reaction prediction with 1.9M reactions from USPTO patents (1976-2016). The task is: Predict the product of the given reaction. Given the reactants [O:1]1[CH2:6][CH2:5][O:4][CH2:3][CH:2]1[CH2:7][N:8](C)[C:9](=O)OCC1C=CC=CC=1.[ClH:20], predict the reaction product. The product is: [ClH:20].[O:1]1[CH2:6][CH2:5][O:4][CH2:3][CH:2]1[CH2:7][NH:8][CH3:9].